Dataset: Peptide-MHC class II binding affinity with 134,281 pairs from IEDB. Task: Regression. Given a peptide amino acid sequence and an MHC pseudo amino acid sequence, predict their binding affinity value. This is MHC class II binding data. (1) The peptide sequence is NRASLMQLISTNVFG. The MHC is DRB5_0101 with pseudo-sequence DRB5_0101. The binding affinity (normalized) is 0.245. (2) The peptide sequence is RLTQSHPILNMIDTK. The MHC is DRB1_0404 with pseudo-sequence DRB1_0404. The binding affinity (normalized) is 0.732. (3) The peptide sequence is GDEQKLRSAGELELQFRRVK. The MHC is HLA-DQA10401-DQB10402 with pseudo-sequence HLA-DQA10401-DQB10402. The binding affinity (normalized) is 0.204. (4) The peptide sequence is IDEVVAAFREARLRH. The MHC is DRB5_0101 with pseudo-sequence DRB5_0101. The binding affinity (normalized) is 0.808. (5) The peptide sequence is HEALNIALIAVSIIS. The MHC is DRB1_0301 with pseudo-sequence DRB1_0301. The binding affinity (normalized) is 0.195.